From a dataset of NCI-60 drug combinations with 297,098 pairs across 59 cell lines. Regression. Given two drug SMILES strings and cell line genomic features, predict the synergy score measuring deviation from expected non-interaction effect. (1) Drug 1: CC1=C(C(CCC1)(C)C)C=CC(=CC=CC(=CC(=O)O)C)C. Drug 2: C1C(C(OC1N2C=NC3=C2NC=NCC3O)CO)O. Cell line: SK-MEL-5. Synergy scores: CSS=3.49, Synergy_ZIP=-3.22, Synergy_Bliss=-7.40, Synergy_Loewe=-3.15, Synergy_HSA=-6.59. (2) Drug 1: C1CCC(C1)C(CC#N)N2C=C(C=N2)C3=C4C=CNC4=NC=N3. Drug 2: CN1CCC(CC1)COC2=C(C=C3C(=C2)N=CN=C3NC4=C(C=C(C=C4)Br)F)OC. Cell line: SK-MEL-2. Synergy scores: CSS=-5.64, Synergy_ZIP=4.33, Synergy_Bliss=3.28, Synergy_Loewe=-4.72, Synergy_HSA=-2.89. (3) Drug 1: CS(=O)(=O)C1=CC(=C(C=C1)C(=O)NC2=CC(=C(C=C2)Cl)C3=CC=CC=N3)Cl. Drug 2: C#CCC(CC1=CN=C2C(=N1)C(=NC(=N2)N)N)C3=CC=C(C=C3)C(=O)NC(CCC(=O)O)C(=O)O. Cell line: 786-0. Synergy scores: CSS=12.9, Synergy_ZIP=-12.5, Synergy_Bliss=-19.9, Synergy_Loewe=-33.6, Synergy_HSA=-18.8. (4) Drug 1: C1=CN(C=N1)CC(O)(P(=O)(O)O)P(=O)(O)O. Drug 2: CC(C)CN1C=NC2=C1C3=CC=CC=C3N=C2N. Cell line: SR. Synergy scores: CSS=2.81, Synergy_ZIP=4.56, Synergy_Bliss=8.29, Synergy_Loewe=2.81, Synergy_HSA=3.58. (5) Drug 1: C1CCN(CC1)CCOC2=CC=C(C=C2)C(=O)C3=C(SC4=C3C=CC(=C4)O)C5=CC=C(C=C5)O. Drug 2: C1C(C(OC1N2C=NC(=NC2=O)N)CO)O. Cell line: UO-31. Synergy scores: CSS=11.3, Synergy_ZIP=-3.68, Synergy_Bliss=0.154, Synergy_Loewe=2.56, Synergy_HSA=2.63. (6) Drug 1: C1=CC(=C2C(=C1NCCNCCO)C(=O)C3=C(C=CC(=C3C2=O)O)O)NCCNCCO. Drug 2: CC1C(C(CC(O1)OC2CC(CC3=C2C(=C4C(=C3O)C(=O)C5=CC=CC=C5C4=O)O)(C(=O)C)O)N)O. Cell line: UO-31. Synergy scores: CSS=53.1, Synergy_ZIP=-4.09, Synergy_Bliss=3.57, Synergy_Loewe=4.60, Synergy_HSA=5.93. (7) Drug 1: CC12CCC(CC1=CCC3C2CCC4(C3CC=C4C5=CN=CC=C5)C)O. Drug 2: C(CCl)NC(=O)N(CCCl)N=O. Cell line: NCIH23. Synergy scores: CSS=1.98, Synergy_ZIP=-1.60, Synergy_Bliss=-2.16, Synergy_Loewe=-3.76, Synergy_HSA=-3.65.